Task: Binary Classification. Given a drug SMILES string, predict its activity (active/inactive) in a high-throughput screening assay against a specified biological target.. Dataset: M1 muscarinic receptor antagonist screen with 61,756 compounds (1) The drug is O=C1N(C(=O)c2c1cc(cc2)C(=O)NCc1cccnc1)CCOC. The result is 0 (inactive). (2) The molecule is O=C(NCCc1cc(OC)c(OC)cc1)C1CCN(CC1)Cc1nc(oc1C)c1ccc(cc1)CC. The result is 0 (inactive). (3) The molecule is s\1c2c(n(c1=N/C(=O)C(C)C)C)c(OC)ccc2OC. The result is 0 (inactive). (4) The compound is OC(CN1CCN(CC1)c1ccccc1)COc1ccc(C(C)C)cc1. The result is 0 (inactive). (5) The drug is O1CCN(CC1)CC(=O)NCc1cc(c2nn(c(=O)c3c2cccc3)C)ccc1OC. The result is 0 (inactive). (6) The drug is O1c2c(OC1)ccc(NC(=O)c1nn(c(=O)c3c1cccc3)c1ccc(OC)cc1)c2. The result is 0 (inactive).